This data is from Peptide-MHC class I binding affinity with 185,985 pairs from IEDB/IMGT. The task is: Regression. Given a peptide amino acid sequence and an MHC pseudo amino acid sequence, predict their binding affinity value. This is MHC class I binding data. The peptide sequence is YQTYVSPGA. The MHC is HLA-A24:03 with pseudo-sequence HLA-A24:03. The binding affinity (normalized) is 0.0847.